From a dataset of Reaction yield outcomes from USPTO patents with 853,638 reactions. Predict the reaction yield, written as a fraction of the theoretical maximum amount of product (1.0 means a 100% yield; for example, 0.34 means a 34% yield). (1) The reactants are [B][B][B][B][B][B][B][B][B][B].[N+:11]([C:14]1[CH:28]=[CH:27][CH:26]=[CH:25][C:15]=1[C:16]([NH:18][C:19]1[CH:24]=[CH:23][CH:22]=[CH:21][CH:20]=1)=[O:17])([O-])=O. The catalyst is [Pd].CO. The product is [NH2:11][C:14]1[CH:28]=[CH:27][CH:26]=[CH:25][C:15]=1[C:16]([NH:18][C:19]1[CH:24]=[CH:23][CH:22]=[CH:21][CH:20]=1)=[O:17]. The yield is 0.960. (2) The reactants are [CH3:1][O:2][C:3]1[C:4]2[C:12]([CH:13]=[C:14]3[CH:18]=[CH:17][S:16][C:15]=13)=[C:11]([O:19][CH3:20])[C:7]1[S:8][CH:9]=[CH:10][C:6]=1[CH:5]=2.[C:21]1([CH3:27])[CH:26]=[CH:25][CH:24]=[CH:23][CH:22]=1.[CH2:28]([CH:36]([CH2:39][CH2:40][CH2:41][CH2:42][CH2:43][CH2:44][CH2:45][CH2:46][CH2:47][CH3:48])CO)[CH2:29][CH2:30][CH2:31][CH2:32][CH2:33][CH2:34][CH3:35].[C:49]1([CH3:59])[CH:54]=[CH:53][C:52](S(O)(=O)=O)=[CH:51][CH:50]=1. The catalyst is O. The product is [CH2:52]([CH:53]([CH2:54][CH2:49][CH2:59][CH2:22][CH2:23][CH2:24][CH2:25][CH2:26][CH2:21][CH3:27])[CH2:20][O:19][C:11]1[C:12]2[C:4]([CH:5]=[C:6]3[CH:10]=[CH:9][S:8][C:7]=13)=[C:3]([O:2][CH2:1][CH:36]([CH2:28][CH2:29][CH2:30][CH2:31][CH2:32][CH2:33][CH2:34][CH3:35])[CH2:39][CH2:40][CH2:41][CH2:42][CH2:43][CH2:44][CH2:45][CH2:46][CH2:47][CH3:48])[C:15]1[S:16][CH:17]=[CH:18][C:14]=1[CH:13]=2)[CH2:51][CH2:50][CH2:14][CH2:15][CH2:3][CH2:4][CH3:5]. The yield is 0.660.